This data is from Full USPTO retrosynthesis dataset with 1.9M reactions from patents (1976-2016). The task is: Predict the reactants needed to synthesize the given product. (1) Given the product [CH:7]1([O:6][CH2:1][CH2:2][CH2:3][CH2:4][CH3:5])[CH2:12][CH2:11][CH2:10][CH2:9][CH2:8]1, predict the reactants needed to synthesize it. The reactants are: [CH2:1]([OH:6])[CH2:2][CH2:3][CH2:4][CH3:5].[CH2:7]1[CH2:12][CH2:11][CH2:10][CH2:9][CH2:8]1.C(OOC(C)(C)C)(C)(C)C. (2) Given the product [Cl:19][C:2]1[C:14]2[C:13]3[C:8](=[CH:9][C:10]([C:15]#[N:16])=[CH:11][CH:12]=3)[NH:7][C:6]=2[N:5]=[CH:4][N:3]=1, predict the reactants needed to synthesize it. The reactants are: O[C:2]1[C:14]2[C:13]3[C:8](=[CH:9][C:10]([C:15]#[N:16])=[CH:11][CH:12]=3)[NH:7][C:6]=2[N:5]=[CH:4][N:3]=1.O=P(Cl)(Cl)[Cl:19]. (3) Given the product [NH2:1][C:2]([NH:4][C:5]1[CH:9]=[C:8]([C:10]2[CH:15]=[CH:14][CH:13]=[C:12]([O:16][CH2:21][CH2:22][N:23]([CH3:25])[CH3:24])[CH:11]=2)[S:7][C:6]=1[C:17]([NH2:19])=[O:18])=[O:3], predict the reactants needed to synthesize it. The reactants are: [NH2:1][C:2]([NH:4][C:5]1[CH:9]=[C:8]([C:10]2[CH:15]=[CH:14][CH:13]=[C:12]([OH:16])[CH:11]=2)[S:7][C:6]=1[C:17]([NH2:19])=[O:18])=[O:3].Cl[CH2:21][CH2:22][N:23]([CH3:25])[CH3:24].